This data is from Peptide-MHC class II binding affinity with 134,281 pairs from IEDB. The task is: Regression. Given a peptide amino acid sequence and an MHC pseudo amino acid sequence, predict their binding affinity value. This is MHC class II binding data. (1) The peptide sequence is GKSYDALATFTVNIF. The MHC is HLA-DPA10301-DPB10402 with pseudo-sequence HLA-DPA10301-DPB10402. The binding affinity (normalized) is 0.701. (2) The peptide sequence is EIGWEAGTAAPDEIP. The MHC is DRB4_0101 with pseudo-sequence DRB4_0103. The binding affinity (normalized) is 0.358. (3) The peptide sequence is CGSLIGMTNRATWAS. The MHC is DRB1_0404 with pseudo-sequence DRB1_0404. The binding affinity (normalized) is 0.872. (4) The peptide sequence is IAGLFLTTEAVVADK. The MHC is DRB5_0101 with pseudo-sequence DRB5_0101. The binding affinity (normalized) is 0.408. (5) The peptide sequence is FTVNQTSRLLMRRMR. The MHC is DRB1_1301 with pseudo-sequence DRB1_1301. The binding affinity (normalized) is 1.00.